From a dataset of Forward reaction prediction with 1.9M reactions from USPTO patents (1976-2016). Predict the product of the given reaction. (1) Given the reactants [CH3:1][C:2]1[CH:27]=[CH:26][CH:25]=[C:24]([CH3:28])[C:3]=1[CH2:4][NH:5][C:6]1[C:14]2[N:13]=[C:12]([CH2:15][O:16][CH3:17])[N:11]([CH3:18])[C:10]=2[CH:9]=[C:8]([C:19](OCC)=[O:20])[CH:7]=1.O.[Cl-].[NH4+].[NH2:32][CH2:33][CH2:34][OH:35], predict the reaction product. The product is: [CH3:28][C:24]1[CH:25]=[CH:26][CH:27]=[C:2]([CH3:1])[C:3]=1[CH2:4][NH:5][C:6]1[C:14]2[N:13]=[C:12]([CH2:15][O:16][CH3:17])[N:11]([CH3:18])[C:10]=2[CH:9]=[C:8]([C:19]([NH:32][CH2:33][CH2:34][OH:35])=[O:20])[CH:7]=1. (2) Given the reactants [CH2:1]([O:3][C:4](=[O:30])[CH2:5][O:6][C:7]1[CH:8]=[CH:9][C:10]2[CH2:16][CH2:15][CH2:14][CH:13]([NH:17][CH2:18][C@H:19]([OH:28])[CH2:20][O:21][C:22]3[CH:27]=[CH:26][CH:25]=[CH:24][CH:23]=3)[CH2:12][C:11]=2[CH:29]=1)[CH3:2].C(N(CC)CC)C.[C:38](O[C:38]([O:40][C:41]([CH3:44])([CH3:43])[CH3:42])=[O:39])([O:40][C:41]([CH3:44])([CH3:43])[CH3:42])=[O:39].C(=O)(O)[O-].[Na+], predict the reaction product. The product is: [CH2:1]([O:3][C:4](=[O:30])[CH2:5][O:6][C:7]1[CH:8]=[CH:9][C:10]2[CH2:16][CH2:15][CH2:14][CH:13]([N:17]([C:38]([O:40][C:41]([CH3:44])([CH3:43])[CH3:42])=[O:39])[CH2:18][C@H:19]([OH:28])[CH2:20][O:21][C:22]3[CH:23]=[CH:24][CH:25]=[CH:26][CH:27]=3)[CH2:12][C:11]=2[CH:29]=1)[CH3:2]. (3) Given the reactants [CH3:1][C:2]1[C:7]([N+:8]([O-:10])=[O:9])=[CH:6][CH:5]=[CH:4][C:3]=1[OH:11].[Al+3].[Cl-].[Cl-].[Cl-].[C:16](Cl)(=[O:18])[CH3:17], predict the reaction product. The product is: [OH:11][C:3]1[C:2]([CH3:1])=[C:7]([N+:8]([O-:10])=[O:9])[CH:6]=[CH:5][C:4]=1[C:16](=[O:18])[CH3:17]. (4) Given the reactants Cl.[F:2][CH:3]([F:13])[O:4][C:5]1[CH:6]=[C:7]([NH:11][NH2:12])[CH:8]=[CH:9][CH:10]=1.[CH:14]([CH:16]([CH:22]=O)[C:17]([O:19][CH2:20][CH3:21])=[O:18])=O, predict the reaction product. The product is: [F:2][CH:3]([F:13])[O:4][C:5]1[CH:6]=[C:7]([N:11]2[CH:22]=[C:16]([C:17]([O:19][CH2:20][CH3:21])=[O:18])[CH:14]=[N:12]2)[CH:8]=[CH:9][CH:10]=1. (5) Given the reactants [Br:1][C:2]1[CH:11]=[CH:10][C:9]([O:12]C)=[C:8]2[C:3]=1[C:4](=[O:14])[NH:5][CH:6]=[N:7]2.B(Br)(Br)Br.CO, predict the reaction product. The product is: [Br:1][C:2]1[CH:11]=[CH:10][C:9]([OH:12])=[C:8]2[C:3]=1[C:4](=[O:14])[NH:5][CH:6]=[N:7]2. (6) Given the reactants [CH2:1]([O:8][C:9](=[O:17])[NH:10][C@H:11]1[CH2:14][C@@H:13]([CH:15]=O)[CH2:12]1)[C:2]1[CH:7]=[CH:6][CH:5]=[CH:4][CH:3]=1.[NH:18]1[CH2:23][CH2:22][S:21](=[O:25])(=[O:24])[CH2:20][CH2:19]1.C(O[BH-](OC(=O)C)OC(=O)C)(=O)C.[Na+], predict the reaction product. The product is: [CH2:1]([O:8][C:9](=[O:17])[NH:10][C@H:11]1[CH2:14][C@@H:13]([CH2:15][N:18]2[CH2:23][CH2:22][S:21](=[O:25])(=[O:24])[CH2:20][CH2:19]2)[CH2:12]1)[C:2]1[CH:7]=[CH:6][CH:5]=[CH:4][CH:3]=1. (7) Given the reactants Cl[C:2]1[CH:3]=[C:4]([CH:7]=[C:8]([O:10][CH3:11])[CH:9]=1)[C:5]#[N:6].C1(P(C2CCCCC2)C2CCCCC2)CCCCC1.C([O-])(=O)C.[K+].[CH3:36][C:37]1([CH3:53])[C:41]([CH3:43])([CH3:42])[O:40][B:39]([B:39]2[O:40][C:41]([CH3:43])([CH3:42])[C:37]([CH3:53])([CH3:36])[O:38]2)[O:38]1, predict the reaction product. The product is: [CH3:11][O:10][C:8]1[CH:7]=[C:4]([CH:3]=[C:2]([B:39]2[O:40][C:41]([CH3:43])([CH3:42])[C:37]([CH3:53])([CH3:36])[O:38]2)[CH:9]=1)[C:5]#[N:6]. (8) Given the reactants C([Li])CCC.Br[C:7]1[C:16]2[C:11](=[CH:12][CH:13]=[CH:14][CH:15]=2)[CH:10]=[N:9][CH:8]=1.CN(C)[CH:19]=[O:20], predict the reaction product. The product is: [CH:10]1[C:11]2[C:16](=[CH:15][CH:14]=[CH:13][CH:12]=2)[C:7]([CH:19]=[O:20])=[CH:8][N:9]=1. (9) Given the reactants [Cl:1][C:2]1[C:3]([C:17]2[CH:22]=[CH:21][CH:20]=[C:19]([NH:23][CH2:24][C:25]3[CH:30]=[CH:29][CH:28]=[C:27]([F:31])[CH:26]=3)[N:18]=2)=[CH:4][C:5]([NH:8][C@H:9]2[CH2:14][CH2:13][C@H:12]([CH2:15][OH:16])[CH2:11][CH2:10]2)=[N:6][CH:7]=1.C(N(CC)CC)C.[S:39](Cl)([CH3:42])(=[O:41])=[O:40], predict the reaction product. The product is: [CH3:42][S:39]([O:16][CH2:15][C@H:12]1[CH2:11][CH2:10][C@H:9]([NH:8][C:5]2[CH:4]=[C:3]([C:17]3[CH:22]=[CH:21][CH:20]=[C:19]([NH:23][CH2:24][C:25]4[CH:30]=[CH:29][CH:28]=[C:27]([F:31])[CH:26]=4)[N:18]=3)[C:2]([Cl:1])=[CH:7][N:6]=2)[CH2:14][CH2:13]1)(=[O:41])=[O:40].